From a dataset of Forward reaction prediction with 1.9M reactions from USPTO patents (1976-2016). Predict the product of the given reaction. Given the reactants [N+:1]([C:4]1[CH:5]=[C:6]2[C:10](=[CH:11][CH:12]=1)[N:9]([CH2:13][C:14]1[CH:35]=[CH:34][C:17]([C:18]([NH:20][C@H:21]([C:29]([O:31][CH2:32][CH3:33])=[O:30])[CH2:22][C:23]3[CH:28]=[CH:27][CH:26]=[CH:25][CH:24]=3)=[O:19])=[CH:16][CH:15]=1)[CH:8]=[CH:7]2)([O-])=O.NN, predict the reaction product. The product is: [NH2:1][C:4]1[CH:5]=[C:6]2[C:10](=[CH:11][CH:12]=1)[N:9]([CH2:13][C:14]1[CH:15]=[CH:16][C:17]([C:18]([NH:20][C@H:21]([C:29]([O:31][CH2:32][CH3:33])=[O:30])[CH2:22][C:23]3[CH:28]=[CH:27][CH:26]=[CH:25][CH:24]=3)=[O:19])=[CH:34][CH:35]=1)[CH:8]=[CH:7]2.